The task is: Predict the reaction yield, written as a fraction of the theoretical maximum amount of product (1.0 means a 100% yield; for example, 0.34 means a 34% yield).. This data is from Reaction yield outcomes from USPTO patents with 853,638 reactions. (1) The reactants are Br[CH2:2][C:3]([C:5]1[CH:10]=[C:9]([F:11])[C:8]([O:12][CH3:13])=[C:7]([F:14])[CH:6]=1)=O.[NH2:15][C:16]([NH2:18])=[S:17].C([O-])(O)=O.[Na+]. The catalyst is CCO. The product is [F:14][C:7]1[CH:6]=[C:5]([C:3]2[N:15]=[C:16]([NH2:18])[S:17][CH:2]=2)[CH:10]=[C:9]([F:11])[C:8]=1[O:12][CH3:13]. The yield is 0.840. (2) The reactants are [OH:1][C:2]1[C:3]([N+:14]([O-:16])=[O:15])=[C:4]([CH:10]=[CH:11][C:12]=1[OH:13])[C:5]([O:7][CH2:8][CH3:9])=[O:6].Br[CH2:18][CH2:19]Br.C(=O)([O-])[O-].[K+].[K+]. The catalyst is CN(C=O)C. The product is [N+:14]([C:3]1[C:2]2[O:1][CH2:19][CH2:18][O:13][C:12]=2[CH:11]=[CH:10][C:4]=1[C:5]([O:7][CH2:8][CH3:9])=[O:6])([O-:16])=[O:15]. The yield is 0.780. (3) The product is [F:1][C:2]1[CH:3]=[CH:4][C:5]([CH:6]2[CH:26]([C:22]3[N:21]([CH3:20])[CH:25]=[N:24][N:23]=3)[C:29](=[O:28])[C:30]3[C:13]([C:12]([O:11][CH2:10][CH3:9])=[O:17])=[CH:14][CH:15]=[CH:16][C:8]=3[NH:7]2)=[CH:18][CH:19]=1. The yield is 0.110. The catalyst is C(OCC)(=O)CC. The reactants are [F:1][C:2]1[CH:19]=[CH:18][C:5](/[CH:6]=[N:7]/[C:8]2[CH:16]=[CH:15][CH:14]=[C:13]3[C:9]=2[CH2:10][O:11][C:12]3=[O:17])=[CH:4][CH:3]=1.[CH3:20][N:21]1[CH:25]=[N:24][N:23]=[C:22]1[CH:26]=O.[O-:28][CH2:29][CH3:30].[Na+].C(O)C. (4) The reactants are [F:1][C:2]([F:11])([C:7]([F:10])([F:9])[F:8])[CH2:3][CH2:4][CH2:5][OH:6].C(N(CC)CC)C.[CH3:19][S:20](Cl)(=[O:22])=[O:21].O. The catalyst is ClCCl. The product is [CH3:19][S:20]([O:6][CH2:5][CH2:4][CH2:3][C:2]([F:11])([F:1])[C:7]([F:8])([F:9])[F:10])(=[O:22])=[O:21]. The yield is 1.00. (5) The reactants are [F:1][C:2]1[CH:7]=[C:6]([O:8]C)[CH:5]=[C:4]([F:10])[C:3]=1[N:11]1[CH:15]=[C:14]([C:16]([F:19])([F:18])[F:17])[CH:13]=[N:12]1.B(Br)(Br)Br. The catalyst is ClCCl. The product is [F:1][C:2]1[CH:7]=[C:6]([OH:8])[CH:5]=[C:4]([F:10])[C:3]=1[N:11]1[CH:15]=[C:14]([C:16]([F:18])([F:19])[F:17])[CH:13]=[N:12]1. The yield is 0.880. (6) The product is [CH2:14]([O:13][C:11]([C:10]1[CH:9]=[N:8][N:7]([CH2:16][CH3:17])[C:6]=1[C:4]([OH:5])=[O:3])=[O:12])[CH3:15]. The yield is 0.810. No catalyst specified. The reactants are C([O:3][C:4]([C:6]1[N:7]([CH2:16][CH3:17])[N:8]=[CH:9][C:10]=1[C:11]([O:13][CH2:14][CH3:15])=[O:12])=[O:5])C.[OH-].[Na+]. (7) The reactants are [Cl:1][C:2]1[CH:3]=[C:4]([CH:8]([CH2:12][CH:13]2[CH2:17][CH2:16][CH2:15][CH2:14]2)[C:9]([OH:11])=O)[CH:5]=[CH:6][CH:7]=1.C(Cl)(=O)C(Cl)=O.[CH3:24][O:25][C:26](=[O:34])[C:27]1[CH:32]=[CH:31][C:30]([NH2:33])=[N:29][CH:28]=1.C(N(CC)C(C)C)(C)C. The catalyst is C(Cl)Cl.CN(C)C=O. The product is [CH3:24][O:25][C:26](=[O:34])[C:27]1[CH:32]=[CH:31][C:30]([NH:33][C:9](=[O:11])[CH:8]([C:4]2[CH:5]=[CH:6][CH:7]=[C:2]([Cl:1])[CH:3]=2)[CH2:12][CH:13]2[CH2:17][CH2:16][CH2:15][CH2:14]2)=[N:29][CH:28]=1. The yield is 0.197. (8) The reactants are C(O[BH-](OC(=O)C)OC(=O)C)(=O)C.[Na+].[CH3:15][CH2:16][O:17][C:18]([CH:20]1[CH2:24][CH2:23][CH:22]([CH:25]=O)[N:21]1[C:27]([O:29][C:30]([CH3:33])([CH3:32])[CH3:31])=[O:28])=[O:19].[C:34]([O:38][C:39](=[O:42])[CH2:40][NH2:41])([CH3:37])([CH3:36])[CH3:35]. The catalyst is ClCCl. The product is [CH3:15][CH2:16][O:17][C:18]([CH:20]1[CH2:24][CH2:23][CH:22]([CH2:25][NH:41][CH2:40][C:39]([O:38][C:34]([CH3:37])([CH3:36])[CH3:35])=[O:42])[N:21]1[C:27]([O:29][C:30]([CH3:33])([CH3:32])[CH3:31])=[O:28])=[O:19]. The yield is 0.470. (9) The reactants are [CH2:1]([NH:3][C:4]([NH:6][C:7]1[NH:11][C:10]2[C:12]([C@H:27]3[CH2:31][CH2:30][CH2:29][O:28]3)=[C:13]([F:26])[C:14]([C:16]3[CH:17]=[N:18][C:19]([C:22]([OH:25])([CH3:24])[CH3:23])=[N:20][CH:21]=3)=[CH:15][C:9]=2[N:8]=1)=[O:5])[CH3:2].[CH3:32][C:33]([O:36][C:37](O[C:37]([O:36][C:33]([CH3:35])([CH3:34])[CH3:32])=[O:38])=[O:38])([CH3:35])[CH3:34].N. The catalyst is CN(C=O)C.CO. The product is [C:37]([N:3]([CH2:1][CH3:2])[C:4]([NH:6][C:7]1[NH:11][C:10]2[C:12]([C@H:27]3[CH2:31][CH2:30][CH2:29][O:28]3)=[C:13]([F:26])[C:14]([C:16]3[CH:17]=[N:18][C:19]([C:22]([OH:25])([CH3:24])[CH3:23])=[N:20][CH:21]=3)=[CH:15][C:9]=2[N:8]=1)=[O:5])([O:36][C:33]([CH3:35])([CH3:34])[CH3:32])=[O:38]. The yield is 0.943.